Task: Regression. Given a peptide amino acid sequence and an MHC pseudo amino acid sequence, predict their binding affinity value. This is MHC class I binding data.. Dataset: Peptide-MHC class I binding affinity with 185,985 pairs from IEDB/IMGT (1) The peptide sequence is FPPTSFGPL. The MHC is HLA-A68:01 with pseudo-sequence HLA-A68:01. The binding affinity (normalized) is 0.107. (2) The peptide sequence is FRYNGLIHR. The MHC is HLA-A26:01 with pseudo-sequence HLA-A26:01. The binding affinity (normalized) is 0. (3) The peptide sequence is EKSAAIDGEY. The MHC is HLA-A01:01 with pseudo-sequence HLA-A01:01. The binding affinity (normalized) is 0.280. (4) The peptide sequence is QHTRRVSVL. The MHC is HLA-A26:01 with pseudo-sequence HLA-A26:01. The binding affinity (normalized) is 0.210. (5) The peptide sequence is FRDYVDRFYK. The MHC is HLA-B51:01 with pseudo-sequence HLA-B51:01. The binding affinity (normalized) is 0.0705.